Dataset: Forward reaction prediction with 1.9M reactions from USPTO patents (1976-2016). Task: Predict the product of the given reaction. (1) Given the reactants [CH:1]1([C:4]2[C:5]([NH:24][S:25]([CH3:28])(=[O:27])=[O:26])=[CH:6][C:7]3[O:11][C:10]([C:12]4[CH:17]=[CH:16][C:15]([F:18])=[CH:14][CH:13]=4)=[C:9]([C:19]([NH:21][CH3:22])=[O:20])[C:8]=3[CH:23]=2)[CH2:3][CH2:2]1.C[Si]([N-][Si](C)(C)C)(C)C.[Li+].[Br:39][C:40]1[CH:41]=[CH:42][C:43](F)=[N:44][CH:45]=1, predict the reaction product. The product is: [Br:39][C:40]1[CH:41]=[CH:42][C:43]([N:24]([C:5]2[C:4]([CH:1]3[CH2:3][CH2:2]3)=[CH:23][C:8]3[C:9]([C:19]([NH:21][CH3:22])=[O:20])=[C:10]([C:12]4[CH:17]=[CH:16][C:15]([F:18])=[CH:14][CH:13]=4)[O:11][C:7]=3[CH:6]=2)[S:25]([CH3:28])(=[O:27])=[O:26])=[N:44][CH:45]=1. (2) Given the reactants [CH:1]([C:4]1[CH:16]=[C:15]2[C:7]([C:8]3[CH:9]=[CH:10][N:11]=[CH:12][C:13]=3[NH:14]2)=[CH:6][CH:5]=1)([CH3:3])[CH3:2].[ClH:17], predict the reaction product. The product is: [ClH:17].[CH:1]([C:4]1[CH:16]=[C:15]2[C:7]([C:8]3[CH:9]=[CH:10][N:11]=[CH:12][C:13]=3[NH:14]2)=[CH:6][CH:5]=1)([CH3:3])[CH3:2]. (3) Given the reactants [Cl:1][C:2]1[C:11]2[C:10]([S:12](Cl)(=[O:14])=[O:13])=[CH:9][CH:8]=[CH:7][C:6]=2[CH:5]=[N:4][CH:3]=1.[C:16]([O:20][C:21]([NH:23][C@H:24]1[CH2:29][CH2:28][CH2:27][NH:26][CH2:25]1)=[O:22])([CH3:19])([CH3:18])[CH3:17], predict the reaction product. The product is: [C:16]([O:20][C:21]([NH:23][C@H:24]1[CH2:29][CH2:28][CH2:27][N:26]([S:12]([C:10]2[C:11]3[C:2]([Cl:1])=[CH:3][N:4]=[CH:5][C:6]=3[CH:7]=[CH:8][CH:9]=2)(=[O:14])=[O:13])[CH2:25]1)=[O:22])([CH3:19])([CH3:17])[CH3:18].[NH2:23][C@H:24]1[CH2:29][CH2:28][CH2:27][N:26]([S:12]([C:10]2[C:11]3[C:2]([Cl:1])=[CH:3][N:4]=[CH:5][C:6]=3[CH:7]=[CH:8][CH:9]=2)(=[O:14])=[O:13])[CH2:25]1.[ClH:1]. (4) The product is: [C:1]([O:5][C:6]([N:8]1[CH2:13][CH2:12][N:11]([C:14]2[N:19]=[C:18]([C:20]3[CH:25]=[CH:24][N:23]=[C:22]([NH:33][CH:30]([CH3:32])[CH3:31])[CH:21]=3)[CH:17]=[C:16]([N+:27]([O-:29])=[O:28])[CH:15]=2)[CH2:10][CH2:9]1)=[O:7])([CH3:4])([CH3:3])[CH3:2]. Given the reactants [C:1]([O:5][C:6]([N:8]1[CH2:13][CH2:12][N:11]([C:14]2[N:19]=[C:18]([C:20]3[CH:25]=[CH:24][N:23]=[C:22](Cl)[CH:21]=3)[CH:17]=[C:16]([N+:27]([O-:29])=[O:28])[CH:15]=2)[CH2:10][CH2:9]1)=[O:7])([CH3:4])([CH3:3])[CH3:2].[CH:30]([NH2:33])([CH3:32])[CH3:31].[Ar].C(=O)([O-])[O-].[Cs+].[Cs+], predict the reaction product. (5) Given the reactants [CH3:1][O:2][C:3]1[CH:8]=[CH:7][C:6]([C:9]2[CH:10]=[C:11]3[C:17]([C:18]4[CH:19]=[N:20][N:21]([CH2:23][CH2:24][C:25]5[CH:30]=[CH:29][CH:28]=[CH:27][CH:26]=5)[CH:22]=4)=[CH:16][N:15](S(C4C=CC(C)=CC=4)(=O)=O)[C:12]3=[N:13][CH:14]=2)=[CH:5][C:4]=1[NH:41][S:42]([CH3:45])(=[O:44])=[O:43].[OH-].[Li+], predict the reaction product. The product is: [CH3:1][O:2][C:3]1[CH:8]=[CH:7][C:6]([C:9]2[CH:10]=[C:11]3[C:17]([C:18]4[CH:19]=[N:20][N:21]([CH2:23][CH2:24][C:25]5[CH:30]=[CH:29][CH:28]=[CH:27][CH:26]=5)[CH:22]=4)=[CH:16][NH:15][C:12]3=[N:13][CH:14]=2)=[CH:5][C:4]=1[NH:41][S:42]([CH3:45])(=[O:44])=[O:43].